From a dataset of Full USPTO retrosynthesis dataset with 1.9M reactions from patents (1976-2016). Predict the reactants needed to synthesize the given product. (1) The reactants are: Cl.C(OC(=O)[N:8]([C:12]1[CH:17]=[CH:16][CH:15]=[C:14]([NH:18][C:19](=[O:46])[CH2:20][N:21]2[N:27]=[C:26]([CH:28]3[CH2:33][CH2:32][CH2:31][CH2:30][CH2:29]3)[C:25]3[CH:34]=[CH:35][CH:36]=[CH:37][C:24]=3[N:23]([CH2:38][C:39](=[O:44])[C:40]([CH3:43])([CH3:42])[CH3:41])[C:22]2=[O:45])[CH:13]=1)[CH2:9][CH2:10][CH3:11])(C)(C)C. Given the product [CH:28]1([C:26]2[C:25]3[CH:34]=[CH:35][CH:36]=[CH:37][C:24]=3[N:23]([CH2:38][C:39](=[O:44])[C:40]([CH3:43])([CH3:42])[CH3:41])[C:22](=[O:45])[N:21]([CH2:20][C:19]([NH:18][C:14]3[CH:15]=[CH:16][CH:17]=[C:12]([NH:8][CH2:9][CH2:10][CH3:11])[CH:13]=3)=[O:46])[N:27]=2)[CH2:29][CH2:30][CH2:31][CH2:32][CH2:33]1, predict the reactants needed to synthesize it. (2) The reactants are: Br[C:2]1[C:3](=[O:20])[N:4]([C:9]2[CH:10]=[C:11]([CH:16]=[CH:17][C:18]=2[CH3:19])[C:12]([O:14]C)=O)[CH:5]=[C:6](Br)[N:7]=1.[CH3:21][N:22]1[CH2:27][CH2:26][N:25]([CH2:28][C:29]2[CH:34]=[CH:33][CH:32]=[CH:31][C:30]=2[CH2:35][NH2:36])[CH2:24][CH2:23]1.Cl.[CH3:38][O:39][NH2:40].C1([Mg]Br)CCCC1.C([O-])=O.[NH4+]. Given the product [CH3:38][O:39][NH:40][C:12](=[O:14])[C:11]1[CH:16]=[CH:17][C:18]([CH3:19])=[C:9]([N:4]2[CH:5]=[CH:6][N:7]=[C:2]([NH:36][CH2:35][C:30]3[CH:31]=[CH:32][CH:33]=[CH:34][C:29]=3[CH2:28][N:25]3[CH2:26][CH2:27][N:22]([CH3:21])[CH2:23][CH2:24]3)[C:3]2=[O:20])[CH:10]=1, predict the reactants needed to synthesize it. (3) Given the product [OH:8][CH2:7][CH2:6][CH2:5][CH2:4][N:11]([CH3:9])[C:16](=[O:17])[O:18][C:19]([CH3:22])([CH3:21])[CH3:20], predict the reactants needed to synthesize it. The reactants are: CN.Br[CH2:4][CH2:5][CH2:6][CH2:7][OH:8].[CH2:9]([N:11](CC)CC)C.[C:16](O[C:16]([O:18][C:19]([CH3:22])([CH3:21])[CH3:20])=[O:17])([O:18][C:19]([CH3:22])([CH3:21])[CH3:20])=[O:17]. (4) Given the product [CH3:4][N:5]([CH3:39])[CH2:6][C:7]1[CH:12]=[CH:11][CH:10]=[C:9]([O:13][C:14]2[CH:23]=[C:22]3[C:17]([C:18]([C:24]4[C:28]([C:29]5[CH:34]=[CH:33][CH:32]=[CH:31][N:30]=5)=[N:27][N:26]5[CH2:35][CH2:36][CH2:37][C:25]=45)=[CH:19][CH:20]=[N:21]3)=[CH:16][CH:15]=2)[CH:8]=1, predict the reactants needed to synthesize it. The reactants are: O.NN.[CH3:4][N:5]([CH3:39])[C:6](=S)[C:7]1[CH:12]=[CH:11][CH:10]=[C:9]([O:13][C:14]2[CH:23]=[C:22]3[C:17]([C:18]([C:24]4[C:28]([C:29]5[CH:34]=[CH:33][CH:32]=[CH:31][N:30]=5)=[N:27][N:26]5[CH2:35][CH2:36][CH2:37][C:25]=45)=[CH:19][CH:20]=[N:21]3)=[CH:16][CH:15]=2)[CH:8]=1.